Dataset: Catalyst prediction with 721,799 reactions and 888 catalyst types from USPTO. Task: Predict which catalyst facilitates the given reaction. (1) Reactant: [H-].[Na+].[O:3]1[C:12]2[C:7](=[CH:8][CH:9]=[CH:10][CH:11]=2)[CH:6]([OH:13])[CH2:5][CH2:4]1.Br[CH2:15][C:16]([O:18][CH2:19][CH3:20])=[O:17]. Product: [O:3]1[C:12]2[C:7](=[CH:8][CH:9]=[CH:10][CH:11]=2)[CH:6]([O:13][CH2:15][C:16]([O:18][CH2:19][CH3:20])=[O:17])[CH2:5][CH2:4]1. The catalyst class is: 1. (2) Reactant: [C:1]([C:3]1[CH:4]=[C:5]([N+:10]([O-])=O)[C:6]([CH3:9])=[N:7][CH:8]=1)#[CH:2].[CH3:13][N:14]1[CH2:19][CH2:18][NH:17][CH2:16][CH2:15]1. Product: [CH3:9][C:6]1[C:5]([NH2:10])=[CH:4][C:3]([CH2:1][CH2:2][N:17]2[CH2:18][CH2:19][N:14]([CH3:13])[CH2:15][CH2:16]2)=[CH:8][N:7]=1. The catalyst class is: 320. (3) Reactant: [Br:1][C:2]1[CH:15]=[CH:14][C:5](/[CH:6]=[N:7]/[S@@:8]([C:10]([CH3:13])([CH3:12])[CH3:11])=[O:9])=[CH:4][CH:3]=1.[Li][C:17]1[CH:18]=[CH:19][CH:20]=[CH:21][CH:22]=1. Product: [Br:1][C:2]1[CH:15]=[CH:14][C:5]([C@@H:6]([C:17]2[CH:18]=[CH:19][CH:20]=[CH:21][CH:22]=2)[NH:7][S@@:8]([C:10]([CH3:11])([CH3:12])[CH3:13])=[O:9])=[CH:4][CH:3]=1. The catalyst class is: 1. (4) Reactant: [H-].[Na+].[Cl:3][C:4]1[NH:5][CH:6]=[CH:7][N:8]=1.Cl[C:10]1[C:11]2[CH:18]=[CH:17][N:16]([S:19]([C:22]3[CH:27]=[CH:26][C:25]([CH3:28])=[CH:24][CH:23]=3)(=[O:21])=[O:20])[C:12]=2[N:13]=[CH:14][N:15]=1.[Cl-].[NH4+]. Product: [Cl:3][C:4]1[N:5]([C:10]2[C:11]3[CH:18]=[CH:17][N:16]([S:19]([C:22]4[CH:27]=[CH:26][C:25]([CH3:28])=[CH:24][CH:23]=4)(=[O:20])=[O:21])[C:12]=3[N:13]=[CH:14][N:15]=2)[CH:6]=[CH:7][N:8]=1. The catalyst class is: 16.